This data is from Full USPTO retrosynthesis dataset with 1.9M reactions from patents (1976-2016). The task is: Predict the reactants needed to synthesize the given product. (1) The reactants are: [CH2:1](N(CC)CC)C.[NH2:8][C@H:9]([CH:12]([CH3:14])[CH3:13])[CH2:10][OH:11].[Cl:15][C:16]1[C:21]([S:22]([N:25]([O:27][CH3:28])[CH3:26])(=[O:24])=[O:23])=[C:20]([OH:29])[C:19]([NH:30][C:31]2[C:34](=O)[C:33](=[O:36])[C:32]=2[O:37]CC)=[CH:18][CH:17]=1. Given the product [Cl:15][C:16]1[C:21]([S:22]([N:25]([O:27][CH3:28])[CH3:26])(=[O:23])=[O:24])=[C:20]([OH:29])[C:19]([NH:30][C:31]2[C:32](=[O:37])[C:33](=[O:36])[C:34]=2[NH:8][C@@H:9]([CH2:10][O:11][CH3:1])[CH:12]([CH3:14])[CH3:13])=[CH:18][CH:17]=1, predict the reactants needed to synthesize it. (2) Given the product [OH:20][CH2:19][CH2:18][CH2:17][CH:8]1[CH2:7][C:6]2[C:5]3[C:13](=[CH:14][CH:15]=[C:3]([O:2][CH3:1])[CH:4]=3)[NH:12][C:11]=2[C:10](=[O:16])[NH:9]1, predict the reactants needed to synthesize it. The reactants are: [CH3:1][O:2][C:3]1[CH:4]=[C:5]2[C:13](=[CH:14][CH:15]=1)[NH:12][C:11]1[C:10](=[O:16])[NH:9][CH:8]([CH2:17][CH2:18][C:19](OC)=[O:20])[CH2:7][C:6]2=1.[H-].[Al+3].[Li+].[H-].[H-].[H-].O.[OH-].[Na+]. (3) Given the product [NH2:1][CH2:2][C:3]([OH:5])=[O:4].[CH2:16]([OH:23])[C:17]([NH2:22])([CH2:20][OH:21])[CH2:18][OH:19], predict the reactants needed to synthesize it. The reactants are: [NH:1](C(OCC1C=CC=CC=1)=O)[CH2:2][C:3]([OH:5])=[O:4].[CH2:16]([OH:23])[C:17]([NH2:22])([CH2:20][OH:21])[CH2:18][OH:19]. (4) Given the product [CH:3]12[NH:2][CH:6]([CH2:5][CH2:4]1)[CH2:7][C:8](=[O:9])[CH2:10]2, predict the reactants needed to synthesize it. The reactants are: C[N:2]1[CH:6]2[CH2:7][C:8]([CH2:10][CH:3]1[CH2:4][CH2:5]2)=[O:9].ClC(OCCCl)=O.